This data is from Full USPTO retrosynthesis dataset with 1.9M reactions from patents (1976-2016). The task is: Predict the reactants needed to synthesize the given product. (1) Given the product [C:12]([NH:11][C:9]1[S:8][C:5]2[C:4]([N:10]=1)=[CH:3][C:2]([C:30]1[CH:31]=[CH:32][C:26]3[O:25][CH2:24][CH2:23][N:22]([C:20]([O:19][C:16]([CH3:17])([CH3:15])[CH3:18])=[O:21])[CH2:28][C:27]=3[CH:29]=1)=[CH:7][N:6]=2)(=[O:14])[CH3:13], predict the reactants needed to synthesize it. The reactants are: Br[C:2]1[CH:3]=[C:4]2[N:10]=[C:9]([NH:11][C:12](=[O:14])[CH3:13])[S:8][C:5]2=[N:6][CH:7]=1.[CH3:15][C:16]([O:19][C:20]([N:22]1[CH2:28][C:27]2[CH:29]=[C:30](B(O)O)[CH:31]=[CH:32][C:26]=2[O:25][CH2:24][CH2:23]1)=[O:21])([CH3:18])[CH3:17].C(N(C(C)C)CC)(C)C. (2) Given the product [CH3:26][C:20]1[C:19]([C:18]2[C:11]([C:12]([O:14][CH3:15])=[O:13])=[C:6]([CH:7]([CH3:9])[CH3:8])[O:10][N:17]=2)=[C:24]([CH3:25])[CH:23]=[CH:22][N:21]=1, predict the reactants needed to synthesize it. The reactants are: C[O-].[Na+].CO.[C:6]([CH2:11][C:12]([O:14][CH3:15])=[O:13])(=[O:10])[CH:7]([CH3:9])[CH3:8].O[N:17]=[C:18](Cl)[C:19]1[C:20]([CH3:26])=[N:21][CH:22]=[CH:23][C:24]=1[CH3:25].